This data is from hERG potassium channel inhibition data for cardiac toxicity prediction from Karim et al.. The task is: Regression/Classification. Given a drug SMILES string, predict its toxicity properties. Task type varies by dataset: regression for continuous values (e.g., LD50, hERG inhibition percentage) or binary classification for toxic/non-toxic outcomes (e.g., AMES mutagenicity, cardiotoxicity, hepatotoxicity). Dataset: herg_karim. The compound is N#Cc1cnc(Nc2cc(CN3CCNCC3)ccn2)s1. The result is 1 (blocker).